From a dataset of Reaction yield outcomes from USPTO patents with 853,638 reactions. Predict the reaction yield, written as a fraction of the theoretical maximum amount of product (1.0 means a 100% yield; for example, 0.34 means a 34% yield). The reactants are [CH3:1][O:2][C:3]1[CH:9]=[C:8]([CH3:10])[C:6]([NH2:7])=[C:5]([CH3:11])[C:4]=1[CH3:12].C(N(CC)CC)C.[C:20](O[C:20]([O:22][C:23]([CH3:26])([CH3:25])[CH3:24])=[O:21])([O:22][C:23]([CH3:26])([CH3:25])[CH3:24])=[O:21]. The catalyst is O1CCCC1. The product is [CH3:1][O:2][C:3]1[CH:9]=[C:8]([CH3:10])[C:6]([NH:7][C:20](=[O:21])[O:22][C:23]([CH3:26])([CH3:25])[CH3:24])=[C:5]([CH3:11])[C:4]=1[CH3:12]. The yield is 0.750.